Task: Binary Classification. Given a drug SMILES string, predict its activity (active/inactive) in a high-throughput screening assay against a specified biological target.. Dataset: HIV replication inhibition screening data with 41,000+ compounds from the AIDS Antiviral Screen (1) The result is 0 (inactive). The molecule is CN1CC(=Cc2cccs2)C(O)C(=Cc2cccs2)C1. (2) The molecule is O=C1NC(=O)C(=O)C(c2nc3ccccc3s2)C1=O. The result is 0 (inactive). (3) The compound is CC(=O)Oc1cc(C)cc2ccc(-c3ccc4cc(C)cc(OC(C)=O)c4c3OC(C)=O)c(OC(C)=O)c12. The result is 0 (inactive). (4) The molecule is COc1cc(-c2ccc(Nc3ccccc3C(=O)O)c(OC)c2)ccc1Nc1ccccc1C(=O)O. The result is 0 (inactive). (5) The drug is CC(=O)c1cc(-c2ccccn2)c(=O)n2ccccc12. The result is 0 (inactive). (6) The molecule is O=S(=O)(O)c1cc(N=Nc2cc(S(=O)(=O)O)c3cccnc3c2O)ccc1CCc1ccc(N=Nc2cc(S(=O)(=O)O)c3cccnc3c2O)cc1S(=O)(=O)O.[NaH]. The result is 1 (active).